This data is from Catalyst prediction with 721,799 reactions and 888 catalyst types from USPTO. The task is: Predict which catalyst facilitates the given reaction. (1) Reactant: [CH3:1][C:2]12[CH2:11][C:9]3([NH2:12])[CH2:10][CH:4]([CH2:5][C:6]([CH3:13])([CH2:8]3)[CH2:7]1)[CH2:3]2.Cl.BrC12CC3(C)CC(C[C:18]([CH3:27])(C3)C1)C2.S(=O)(=O)(O)[OH:29]. Product: [C:18]([NH:12][C:9]12[CH2:8][C:6]3([CH3:13])[CH2:5][CH:4]([CH2:3][C:2]([CH3:1])([CH2:7]3)[CH2:11]1)[CH2:10]2)(=[O:29])[CH3:27]. The catalyst class is: 10. (2) The catalyst class is: 4. Reactant: [CH2:1]([O:8][C:9](=[O:30])[NH:10][CH2:11][C:12]1[C:23](=[O:24])[N:22]([CH:25]2[CH2:29][CH2:28][CH2:27][CH2:26]2)[C:15]2[N:16]=[C:17]([S:20][CH3:21])[N:18]=[CH:19][C:14]=2[CH:13]=1)[C:2]1[CH:7]=[CH:6][CH:5]=[CH:4][CH:3]=1.C1(S(N2C(C3C=CC=CC=3)O2)(=O)=[O:38])C=CC=CC=1. Product: [CH2:1]([O:8][C:9](=[O:30])[NH:10][CH2:11][C:12]1[C:23](=[O:24])[N:22]([CH:25]2[CH2:26][CH2:27][CH2:28][CH2:29]2)[C:15]2[N:16]=[C:17]([S:20]([CH3:21])=[O:38])[N:18]=[CH:19][C:14]=2[CH:13]=1)[C:2]1[CH:3]=[CH:4][CH:5]=[CH:6][CH:7]=1. (3) Reactant: [C:1]([NH:4][C:5](=[O:14])[C:6]1[CH:11]=[CH:10][C:9]([Cl:12])=[CH:8][C:7]=1[Cl:13])(=[S:3])[CH3:2].[C:15]([O-])([O-])=O.[K+].[K+].IC. Product: [CH3:15][S:3][C:1](=[N:4][C:5](=[O:14])[C:6]1[CH:11]=[CH:10][C:9]([Cl:12])=[CH:8][C:7]=1[Cl:13])[CH3:2]. The catalyst class is: 10. (4) Reactant: [NH2:1][CH2:2][C:3]1[CH:4]=[C:5]([C:9]#[C:10][C:11]2[C:12]([NH:17][C:18]3[CH:23]=[CH:22][C:21]([O:24][CH2:25][C:26]4[CH:31]=[CH:30][CH:29]=[C:28]([F:32])[CH:27]=4)=[C:20]([Cl:33])[CH:19]=3)=[N:13][CH:14]=[N:15][CH:16]=2)[CH:6]=[CH:7][CH:8]=1.[C:34]([O:38]C(=O)NCC1C=CC=C(C#CC2C(NC3C=CC(OCC4C=CC=C(F)C=4)=C(Cl)C=3)=NC=NC=2)C=1)(C)(C)[CH3:35].[OH-].[Na+]. Product: [Cl:33][C:20]1[CH:19]=[C:18]([NH:17][C:12]2[C:11]([C:10]#[C:9][C:5]3[CH:4]=[C:3]([CH:8]=[CH:7][CH:6]=3)[CH2:2][NH:1][C:34](=[O:38])[CH3:35])=[CH:16][N:15]=[CH:14][N:13]=2)[CH:23]=[CH:22][C:21]=1[O:24][CH2:25][C:26]1[CH:31]=[CH:30][CH:29]=[C:28]([F:32])[CH:27]=1. The catalyst class is: 22. (5) Reactant: [C:1]1([C:3](=[CH:5][CH:6]=[CH:7][CH:8]=1)[OH:4])[OH:2].C(=O)([O-])[O-].[K+].[K+].CN(C)C=O.[F:20][C:21]1[CH:26]=[C:25]([N+:27]([O-:29])=[O:28])[C:24](F)=[CH:23][C:22]=1[NH:31][C:32](=[O:34])[CH3:33]. Product: [F:20][C:21]1[CH:26]=[C:25]([N+:27]([O-:29])=[O:28])[C:24]([O:2][C:1]2[CH:8]=[CH:7][CH:6]=[CH:5][C:3]=2[OH:4])=[CH:23][C:22]=1[NH:31][C:32](=[O:34])[CH3:33]. The catalyst class is: 6.